From a dataset of Forward reaction prediction with 1.9M reactions from USPTO patents (1976-2016). Predict the product of the given reaction. (1) Given the reactants C(OP([CH2:9][C:10]([O:12][CH2:13][CH3:14])=[O:11])(OCC)=O)C.[H-].[Na+].[CH2:17]([O:21][C:22]1[CH:26]=[C:25]([CH:27]=O)[N:24]([CH2:29][C:30]2[CH:35]=[CH:34][C:33]([C:36]([F:39])([F:38])[F:37])=[CH:32][C:31]=2[Cl:40])[N:23]=1)[CH2:18][CH2:19][CH3:20].[Cl-].[NH4+], predict the reaction product. The product is: [CH2:17]([O:21][C:22]1[CH:26]=[C:25](/[CH:27]=[CH:9]/[C:10]([O:12][CH2:13][CH3:14])=[O:11])[N:24]([CH2:29][C:30]2[CH:35]=[CH:34][C:33]([C:36]([F:39])([F:38])[F:37])=[CH:32][C:31]=2[Cl:40])[N:23]=1)[CH2:18][CH2:19][CH3:20]. (2) Given the reactants CS(Cl)(=O)=O.O[CH2:7][C@@H:8]1[O:12][C:11](=[O:13])[N:10]([C:14]2[CH:19]=[CH:18][C:17]([N:20]3[CH2:24][CH2:23][CH2:22][C:21]3=[O:25])=[CH:16][CH:15]=2)[CH2:9]1.C([N:28](CC)CC)C.[K].C1(=O)NC(=O)C2=CC=CC=C12.O.NN.C(=O)(O)[O-].[Na+], predict the reaction product. The product is: [NH2:28][CH2:7][C@@H:8]1[O:12][C:11](=[O:13])[N:10]([C:14]2[CH:19]=[CH:18][C:17]([N:20]3[CH2:24][CH2:23][CH2:22][C:21]3=[O:25])=[CH:16][CH:15]=2)[CH2:9]1. (3) Given the reactants [CH2:1]([C:3]1[N:12]=[C:11]([CH2:13][CH3:14])[CH:10]=[C:9]2[C:4]=1[CH:5]=[CH:6][C:7](=[O:15])[NH:8]2)[CH3:2].[Br:16][C:17]1[CH:28]=[CH:27][C:20]([CH2:21]OS(C)(=O)=O)=[CH:19][C:18]=1[CH3:29].O, predict the reaction product. The product is: [Br:16][C:17]1[CH:28]=[CH:27][C:20]([CH2:21][N:8]2[C:9]3[C:4](=[C:3]([CH2:1][CH3:2])[N:12]=[C:11]([CH2:13][CH3:14])[CH:10]=3)[CH:5]=[CH:6][C:7]2=[O:15])=[CH:19][C:18]=1[CH3:29]. (4) Given the reactants [CH3:1][O:2][C:3]1[C:8]([O:9][CH3:10])=[CH:7][C:6]([C:11]#[C:12][C:13]2[CH:18]=[CH:17][CH:16]=[CH:15][C:14]=2C)=[CH:5][N:4]=1.IC1C=CC([F:27])=CC=1, predict the reaction product. The product is: [F:27][C:16]1[CH:17]=[CH:18][C:13]([C:12]#[C:11][C:6]2[CH:7]=[C:8]([O:9][CH3:10])[C:3]([O:2][CH3:1])=[N:4][CH:5]=2)=[CH:14][CH:15]=1. (5) Given the reactants CN(C(ON1N=NC2C=CC=NC1=2)=[N+](C)C)C.F[P-](F)(F)(F)(F)F.[C:25]([CH2:27][C:28]([OH:30])=O)#[N:26].[CH:31]1([NH:34][CH2:35][C:36]2[CH:41]=[CH:40][CH:39]=[C:38]([CH3:42])[C:37]=2[CH3:43])[CH2:33][CH2:32]1.CCN(C(C)C)C(C)C, predict the reaction product. The product is: [C:25]([CH2:27][C:28]([N:34]([CH:31]1[CH2:33][CH2:32]1)[CH2:35][C:36]1[CH:41]=[CH:40][CH:39]=[C:38]([CH3:42])[C:37]=1[CH3:43])=[O:30])#[N:26]. (6) Given the reactants C[O:2][C:3]([C:5]1[C:6]([C:14]2[CH:19]=[CH:18][CH:17]=[CH:16][C:15]=2[N+:20]([O-:22])=[O:21])=[CH:7][CH:8]=[C:9]([C:11](=[S:13])[NH2:12])[CH:10]=1)=[O:4].[Cl:23][C:24]1[CH:25]=[C:26]([CH:31]=[CH:32][CH:33]=1)[C:27](=O)[CH2:28]Br, predict the reaction product. The product is: [Cl:23][C:24]1[CH:25]=[C:26]([C:27]2[N:12]=[C:11]([C:9]3[CH:10]=[C:5]([C:3]([OH:2])=[O:4])[C:6]([C:14]4[CH:19]=[CH:18][CH:17]=[CH:16][C:15]=4[N+:20]([O-:22])=[O:21])=[CH:7][CH:8]=3)[S:13][CH:28]=2)[CH:31]=[CH:32][CH:33]=1.